Dataset: Peptide-MHC class I binding affinity with 185,985 pairs from IEDB/IMGT. Task: Regression. Given a peptide amino acid sequence and an MHC pseudo amino acid sequence, predict their binding affinity value. This is MHC class I binding data. (1) The peptide sequence is NIGKIIMSL. The MHC is HLA-A02:01 with pseudo-sequence HLA-A02:01. The binding affinity (normalized) is 0.181. (2) The peptide sequence is SVTLITSL. The MHC is H-2-Db with pseudo-sequence H-2-Db. The binding affinity (normalized) is 0. (3) The peptide sequence is ESTINLLPY. The MHC is HLA-B38:01 with pseudo-sequence HLA-B38:01. The binding affinity (normalized) is 0.0847. (4) The binding affinity (normalized) is 0. The peptide sequence is LHQTNPYPTG. The MHC is Mamu-B08 with pseudo-sequence Mamu-B08.